Task: Predict the reactants needed to synthesize the given product.. Dataset: Full USPTO retrosynthesis dataset with 1.9M reactions from patents (1976-2016) Given the product [F:14][C:15]1[CH:16]=[C:17]([NH:18][C:11]([C:6]2[NH:7][C:8]3[C:4]([CH:5]=2)=[CH:3][C:2]([Br:1])=[CH:10][CH:9]=3)=[O:13])[CH:19]=[CH:20][C:21]=1[F:22], predict the reactants needed to synthesize it. The reactants are: [Br:1][C:2]1[CH:3]=[C:4]2[C:8](=[CH:9][CH:10]=1)[NH:7][C:6]([C:11]([OH:13])=O)=[CH:5]2.[F:14][C:15]1[CH:16]=[C:17]([CH:19]=[CH:20][C:21]=1[F:22])[NH2:18].ON1C2C=CC=CC=2N=N1.C(N(CC)C(C)C)(C)C.